From a dataset of Full USPTO retrosynthesis dataset with 1.9M reactions from patents (1976-2016). Predict the reactants needed to synthesize the given product. (1) Given the product [Cl:1][C:2]1[N:7]=[C:6]([C:8]2[CH:13]=[CH:12][CH:11]=[CH:10][CH:9]=2)[N:5]=[C:4]([C:14]([NH:28][C:27]2[CH:29]=[CH:30][CH:31]=[CH:32][C:26]=2[C:18]2[S:19][C:20]3[CH:21]=[N:22][CH:23]=[CH:24][C:25]=3[N:17]=2)=[O:15])[CH:3]=1, predict the reactants needed to synthesize it. The reactants are: [Cl:1][C:2]1[N:7]=[C:6]([C:8]2[CH:13]=[CH:12][CH:11]=[CH:10][CH:9]=2)[N:5]=[C:4]([C:14](Cl)=[O:15])[CH:3]=1.[N:17]1[C:25]2[CH:24]=[CH:23][N:22]=[CH:21][C:20]=2[S:19][C:18]=1[C:26]1[CH:32]=[CH:31][CH:30]=[CH:29][C:27]=1[NH2:28].C(N(CC)CC)C. (2) The reactants are: [OH-].[Na+].[CH3:3][C:4]1[CH:9]=[C:8]([CH3:10])[CH:7]=[CH:6][C:5]=1[C:11]1[C:12]2[N:13]([C:17]([C:22]([O:24]C)=[O:23])=[C:18]([CH2:20][CH3:21])[N:19]=2)[N:14]=[CH:15][CH:16]=1.Cl. Given the product [CH3:3][C:4]1[CH:9]=[C:8]([CH3:10])[CH:7]=[CH:6][C:5]=1[C:11]1[C:12]2[N:13]([C:17]([C:22]([OH:24])=[O:23])=[C:18]([CH2:20][CH3:21])[N:19]=2)[N:14]=[CH:15][CH:16]=1, predict the reactants needed to synthesize it.